Dataset: Forward reaction prediction with 1.9M reactions from USPTO patents (1976-2016). Task: Predict the product of the given reaction. (1) Given the reactants [CH3:1][N:2]([CH2:4][CH:5]1[CH2:7][CH:6]1[C:8]1[CH:16]=[C:15]2[C:11]([C:12]([CH:17]=O)=[CH:13][NH:14]2)=[CH:10][CH:9]=1)[CH3:3].P([O-])([O-])(O)=O.[NH4+].[NH4+].[N+:26](CCC)([O-])=O.[OH-].[Na+], predict the reaction product. The product is: [CH3:1][N:2]([CH2:4][CH:5]1[CH2:7][CH:6]1[C:8]1[CH:16]=[C:15]2[C:11]([C:12]([C:17]#[N:26])=[CH:13][NH:14]2)=[CH:10][CH:9]=1)[CH3:3]. (2) Given the reactants [C:1]([O:5][C:6](=[O:31])[NH:7][CH:8]([CH2:22][C:23]1[CH:28]=[C:27]([F:29])[CH:26]=[C:25]([F:30])[CH:24]=1)[CH:9]([OH:21])[CH2:10][NH:11][CH2:12][C:13]1[CH:18]=[CH:17][CH:16]=[C:15]([CH2:19][CH3:20])[CH:14]=1)([CH3:4])([CH3:3])[CH3:2].C(N(CC)CC)C.[CH2:39]([O:46][C:47](Cl)=[O:48])[C:40]1[CH:45]=[CH:44][CH:43]=[CH:42][CH:41]=1.CCCCCCC.CCOC(C)=O, predict the reaction product. The product is: [CH2:39]([O:46][C:47](=[O:48])[N:11]([CH2:10][CH:9]([OH:21])[CH:8]([NH:7][C:6]([O:5][C:1]([CH3:2])([CH3:3])[CH3:4])=[O:31])[CH2:22][C:23]1[CH:28]=[C:27]([F:29])[CH:26]=[C:25]([F:30])[CH:24]=1)[CH2:12][C:13]1[CH:18]=[CH:17][CH:16]=[C:15]([CH2:19][CH3:20])[CH:14]=1)[C:40]1[CH:45]=[CH:44][CH:43]=[CH:42][CH:41]=1.